From a dataset of NCI-60 drug combinations with 297,098 pairs across 59 cell lines. Regression. Given two drug SMILES strings and cell line genomic features, predict the synergy score measuring deviation from expected non-interaction effect. (1) Drug 1: C1CC(=O)NC(=O)C1N2CC3=C(C2=O)C=CC=C3N. Drug 2: C1=CN(C=N1)CC(O)(P(=O)(O)O)P(=O)(O)O. Cell line: UACC62. Synergy scores: CSS=3.12, Synergy_ZIP=-1.31, Synergy_Bliss=-0.242, Synergy_Loewe=0.294, Synergy_HSA=0.283. (2) Drug 1: C1CN1P(=S)(N2CC2)N3CC3. Drug 2: CN(CCCl)CCCl.Cl. Cell line: NCI-H226. Synergy scores: CSS=6.94, Synergy_ZIP=-0.302, Synergy_Bliss=2.79, Synergy_Loewe=3.92, Synergy_HSA=3.73. (3) Drug 1: C1CN1C2=NC(=NC(=N2)N3CC3)N4CC4. Drug 2: C1CNP(=O)(OC1)N(CCCl)CCCl. Cell line: HS 578T. Synergy scores: CSS=20.4, Synergy_ZIP=-3.83, Synergy_Bliss=-3.46, Synergy_Loewe=-22.0, Synergy_HSA=-2.22. (4) Drug 1: CC1=C(C(CCC1)(C)C)C=CC(=CC=CC(=CC(=O)O)C)C. Drug 2: CNC(=O)C1=NC=CC(=C1)OC2=CC=C(C=C2)NC(=O)NC3=CC(=C(C=C3)Cl)C(F)(F)F. Cell line: SK-MEL-5. Synergy scores: CSS=2.13, Synergy_ZIP=19.2, Synergy_Bliss=17.0, Synergy_Loewe=11.4, Synergy_HSA=12.1. (5) Drug 1: C1CC(C1)(C(=O)O)C(=O)O.[NH2-].[NH2-].[Pt+2]. Drug 2: CC(C)(C#N)C1=CC(=CC(=C1)CN2C=NC=N2)C(C)(C)C#N. Cell line: IGROV1. Synergy scores: CSS=8.10, Synergy_ZIP=-2.13, Synergy_Bliss=-1.03, Synergy_Loewe=-1.57, Synergy_HSA=-1.49.